Task: Predict the reactants needed to synthesize the given product.. Dataset: Full USPTO retrosynthesis dataset with 1.9M reactions from patents (1976-2016) Given the product [Cl:1][C:2]1[C:3]([O:12][C:13]2[CH:18]=[C:17]([O:19][CH:20]([CH2:25][O:26][CH2:27][CH3:28])[CH2:21][O:22][CH2:23][CH3:24])[CH:16]=[CH:15][C:14]=2/[CH:29]=[CH:30]/[CH2:31][OH:32])=[N:4][CH:5]=[C:6]([C:8]([F:9])([F:11])[F:10])[CH:7]=1, predict the reactants needed to synthesize it. The reactants are: [Cl:1][C:2]1[C:3]([O:12][C:13]2[CH:18]=[C:17]([O:19][CH:20]([CH2:25][O:26][CH2:27][CH3:28])[CH2:21][O:22][CH2:23][CH3:24])[CH:16]=[CH:15][C:14]=2/[CH:29]=[CH:30]/[C:31](OCC)=[O:32])=[N:4][CH:5]=[C:6]([C:8]([F:11])([F:10])[F:9])[CH:7]=1.[H-].C([Al+]CC(C)C)C(C)C.O.O.O.O.O.O.O.O.O.O.S([O-])([O-])(=O)=O.[Na+].[Na+].